Dataset: Catalyst prediction with 721,799 reactions and 888 catalyst types from USPTO. Task: Predict which catalyst facilitates the given reaction. Reactant: F[C:2]1[CH:7]=[CH:6][C:5]([C:8]2[O:9][C:10]3[CH:16]=[CH:15][CH:14]=[CH:13][C:11]=3[N:12]=2)=[CH:4][C:3]=1[N+:17]([O-:19])=[O:18].C(=O)([O-])[O-].[K+].[K+].[CH3:26][S:27][CH2:28][CH2:29][NH2:30].O. Product: [CH3:26][S:27][CH2:28][CH2:29][NH:30][C:2]1[CH:7]=[CH:6][C:5]([C:8]2[O:9][C:10]3[CH:16]=[CH:15][CH:14]=[CH:13][C:11]=3[N:12]=2)=[CH:4][C:3]=1[N+:17]([O-:19])=[O:18]. The catalyst class is: 10.